Dataset: HIV replication inhibition screening data with 41,000+ compounds from the AIDS Antiviral Screen. Task: Binary Classification. Given a drug SMILES string, predict its activity (active/inactive) in a high-throughput screening assay against a specified biological target. The molecule is CC(C)(C)C(=O)Nc1ccccc1C(=O)C12CCC3(CCOCc4ccccc4)C=CCN(C(=O)O1)C32. The result is 0 (inactive).